From a dataset of Peptide-MHC class I binding affinity with 185,985 pairs from IEDB/IMGT. Regression. Given a peptide amino acid sequence and an MHC pseudo amino acid sequence, predict their binding affinity value. This is MHC class I binding data. (1) The peptide sequence is EPADHLAIM. The MHC is HLA-B38:01 with pseudo-sequence HLA-B38:01. The binding affinity (normalized) is 0.0847. (2) The peptide sequence is QLSLRMLSL. The MHC is HLA-A26:01 with pseudo-sequence HLA-A26:01. The binding affinity (normalized) is 0.0847.